From a dataset of Full USPTO retrosynthesis dataset with 1.9M reactions from patents (1976-2016). Predict the reactants needed to synthesize the given product. (1) Given the product [O:27]=[C:6]1[NH:5][CH:4]=[CH:3][N:16]([S:17]([C:20]2[CH:25]=[CH:24][C:23]([CH3:26])=[CH:22][CH:21]=2)(=[O:19])=[O:18])[C@@H:7]1[CH2:8][C:9]([O:11][C:12]([CH3:15])([CH3:14])[CH3:13])=[O:10], predict the reactants needed to synthesize it. The reactants are: CO[CH:3](OC)[CH2:4][NH:5][C:6](=[O:27])[C@H:7]([NH:16][S:17]([C:20]1[CH:25]=[CH:24][C:23]([CH3:26])=[CH:22][CH:21]=1)(=[O:19])=[O:18])[CH2:8][C:9]([O:11][C:12]([CH3:15])([CH3:14])[CH3:13])=[O:10].C1(C)C=CC(S(O)(=O)=O)=CC=1. (2) Given the product [CH3:12][C@:2]1([CH2:7][C:8]([OH:10])=[O:9])[O:1][C:15](=[O:16])[NH:17][C:3]1=[O:5], predict the reactants needed to synthesize it. The reactants are: [OH:1][C@:2]([CH3:12])([CH2:7][C:8]([O:10]C)=[O:9])[C:3]([O:5]C)=O.ClC(Cl)(Cl)[C:15]([N:17]=C=O)=[O:16].C([O-])([O-])=O.[K+].[K+]. (3) Given the product [CH:12]([CH:14]=[O:15])=[O:13].[NH:1]1[C:10](=[O:11])[C:9]2[NH:8][CH:7]=[N:6][C:5]=2[N:4]=[C:2]1[NH2:3], predict the reactants needed to synthesize it. The reactants are: [NH:1]1[C:10](=[O:11])[C:9]2[NH:8][CH:7]=[N:6][C:5]=2[N:4]=[C:2]1[NH2:3].[CH:12]([CH:14]=[O:15])=[O:13]. (4) Given the product [Br:15][C:16]1[CH:22]=[CH:21][C:19]([NH:20][N:9]=[C:10]2[C:11]([NH2:12])=[N:30][N:29]=[C:13]2[NH2:14])=[CH:18][CH:17]=1, predict the reactants needed to synthesize it. The reactants are: BrC1C=CC(N[N:9]=[C:10]([C:13]#[N:14])[C:11]#[N:12])=CC=1.[Br:15][C:16]1[CH:22]=[CH:21][C:19]([NH2:20])=[CH:18][CH:17]=1.C(#N)CC#N.O.[NH2:29][NH2:30]. (5) Given the product [CH2:7]([N:5]1[CH:6]=[C:2]([C:38]2[CH:39]=[CH:40][N:35]=[CH:36][CH:37]=2)[C:3]([C:9]2[C:10]([F:34])=[C:11]([N:16]([CH2:28][O:29][CH2:30][CH2:31][O:32][CH3:33])[S:17]([C:20]3[CH:25]=[C:24]([F:26])[CH:23]=[CH:22][C:21]=3[F:27])(=[O:19])=[O:18])[CH:12]=[CH:13][C:14]=2[F:15])=[N:4]1)[CH3:8], predict the reactants needed to synthesize it. The reactants are: Br[C:2]1[C:3]([C:9]2[C:10]([F:34])=[C:11]([N:16]([CH2:28][O:29][CH2:30][CH2:31][O:32][CH3:33])[S:17]([C:20]3[CH:25]=[C:24]([F:26])[CH:23]=[CH:22][C:21]=3[F:27])(=[O:19])=[O:18])[CH:12]=[CH:13][C:14]=2[F:15])=[N:4][N:5]([CH2:7][CH3:8])[CH:6]=1.[N:35]1[CH:40]=[CH:39][C:38](B2OC(C)(C)C(C)(C)O2)=[CH:37][CH:36]=1.C(=O)([O-])[O-].[Cs+].[Cs+].C(Cl)Cl. (6) Given the product [F:15][B-:16]([F:19])([F:18])[F:17].[F:41][B-:42]([F:45])([F:44])[F:43].[Br-:1].[Br-:1].[C:11]1([CH2:13][N+:38]2[CH:39]=[CH:40][C:35]([C:32]3[CH:31]=[CH:30][N+:29]([C:24]4[CH:25]=[CH:26][CH:27]=[CH:28][C:23]=4[CH:20]([CH3:22])[CH3:21])=[CH:34][CH:33]=3)=[CH:36][CH:37]=2)[C:12]2[C:7](=[CH:6][CH:5]=[CH:4][C:3]=2[CH2:2][N+:38]2[CH:37]=[CH:36][C:35]([C:32]3[CH:31]=[CH:30][N+:29]([C:24]4[CH:25]=[CH:26][CH:27]=[CH:28][C:23]=4[CH:20]([CH3:22])[CH3:21])=[CH:34][CH:33]=3)=[CH:40][CH:39]=2)[CH:8]=[CH:9][CH:10]=1, predict the reactants needed to synthesize it. The reactants are: [Br:1][CH2:2][C:3]1[C:12]2[C:7](=[CH:8][CH:9]=[CH:10][C:11]=2[CH2:13]Br)[CH:6]=[CH:5][CH:4]=1.[F:15][B-:16]([F:19])([F:18])[F:17].[CH:20]([C:23]1[CH:28]=[CH:27][CH:26]=[CH:25][C:24]=1[N+:29]1[CH:34]=[CH:33][C:32]([C:35]2[CH:40]=[CH:39][NH+:38]=[CH:37][CH:36]=2)=[CH:31][CH:30]=1)([CH3:22])[CH3:21].[F:41][B-:42]([F:45])([F:44])[F:43]. (7) Given the product [CH2:1]([C:7]1[CH:12]=[CH:11][C:10]([N:13]=[N:14][C:15]2[CH:20]=[CH:19][C:18]([O:21][CH2:23][CH2:24][CH2:25][CH2:26][CH2:27][CH2:28][OH:29])=[CH:17][CH:16]=2)=[CH:9][CH:8]=1)[CH2:2][CH2:3][CH2:4][CH2:5][CH3:6], predict the reactants needed to synthesize it. The reactants are: [CH2:1]([C:7]1[CH:12]=[CH:11][C:10]([N:13]=[N:14][C:15]2[CH:20]=[CH:19][C:18]([OH:21])=[CH:17][CH:16]=2)=[CH:9][CH:8]=1)[CH2:2][CH2:3][CH2:4][CH2:5][CH3:6].Br[CH2:23][CH2:24][CH2:25][CH2:26][CH2:27][CH2:28][OH:29].C(=O)([O-])[O-].[K+].[K+].